Dataset: Kir2.1 potassium channel HTS with 301,493 compounds. Task: Binary Classification. Given a drug SMILES string, predict its activity (active/inactive) in a high-throughput screening assay against a specified biological target. (1) The drug is O(C(=O)N1CCC(N(c2ccc(NC(=O)C)cc2)C(=O)c2cc(OC)ccc2)CC1)C(C)(C)C. The result is 0 (inactive). (2) The result is 0 (inactive). The drug is s1c2c(C(CC2)C(OC)=O)c(c1NC(=O)C(C)C)C(OC)=O. (3) The compound is Brc1c(OC)c(OCC)cc(c1)C(=O)/N=c1\sccn1C. The result is 0 (inactive). (4) The drug is s1cc(nc1NC(=S)NC(=O)c1sccc1)c1ccc(cc1)C. The result is 0 (inactive). (5) The drug is O(C(=O)c1c(cc([nH]c1=O)C)C)CC. The result is 0 (inactive).